The task is: Predict the product of the given reaction.. This data is from Forward reaction prediction with 1.9M reactions from USPTO patents (1976-2016). (1) Given the reactants [CH2:1]([C:5]1([CH2:36][CH2:37][CH2:38][CH3:39])[NH:11][CH:10]([C:12]2[CH:17]=[CH:16][CH:15]=[CH:14][CH:13]=2)[C:9]2[CH:18]=[C:19]([O:32][CH3:33])[C:20]([CH2:22][NH:23][CH2:24][C:25]([O:27]C(C)(C)C)=[O:26])=[CH:21][C:8]=2[S:7](=[O:35])(=[O:34])[CH2:6]1)[CH2:2][CH2:3][CH3:4].Cl.O1CCOCC1, predict the reaction product. The product is: [CH2:1]([C:5]1([CH2:36][CH2:37][CH2:38][CH3:39])[NH:11][CH:10]([C:12]2[CH:13]=[CH:14][CH:15]=[CH:16][CH:17]=2)[C:9]2[CH:18]=[C:19]([O:32][CH3:33])[C:20]([CH2:22][NH:23][CH2:24][C:25]([OH:27])=[O:26])=[CH:21][C:8]=2[S:7](=[O:35])(=[O:34])[CH2:6]1)[CH2:2][CH2:3][CH3:4]. (2) Given the reactants [Br:1][C:2]1[N:7]=[CH:6][C:5]([CH2:8][CH2:9]O)=[CH:4][CH:3]=1.N1C=CN=C1.C1(P(C2C=CC=CC=2)C2C=CC=CC=2)C=CC=CC=1.[I:35]I, predict the reaction product. The product is: [Br:1][C:2]1[CH:3]=[CH:4][C:5]([CH2:8][CH2:9][I:35])=[CH:6][N:7]=1. (3) Given the reactants [N+:1](=[CH:3][C:4]([O:6][CH2:7][CH3:8])=[O:5])=[N-:2].[CH3:9][CH:10]([OH:13])[C:11]#[CH:12].[C:14]1(C)C=CC=CC=1, predict the reaction product. The product is: [OH:13][CH:10]([CH3:9])[CH2:11][C:12]1[NH:2][N:1]=[C:3]([C:4]([O:6][CH2:7][CH3:8])=[O:5])[CH:14]=1. (4) Given the reactants [Br:1][C:2]1[CH:3]=[C:4]([Cl:13])[C:5]2[O:9][CH:8]([CH2:10][OH:11])[CH2:7][C:6]=2[CH:12]=1.O, predict the reaction product. The product is: [Br:1][C:2]1[CH:3]=[C:4]([Cl:13])[C:5]2[O:9][CH:8]([CH:10]=[O:11])[CH2:7][C:6]=2[CH:12]=1. (5) Given the reactants N1C=CC=CC=1.FC(F)(F)S([O:12][S:13]([C:16]([F:19])([F:18])[F:17])(=[O:15])=[O:14])(=O)=O.[CH2:22]([C:24]([C:49]1[CH:54]=[CH:53][C:52](O)=[C:51]([CH3:56])[CH:50]=1)([C:27]1[CH:32]=[CH:31][C:30](/[CH:33]=[CH:34]/[C:35]([O:44][CH2:45][O:46][CH3:47])([C:40]([F:43])([F:42])[F:41])[C:36]([F:39])([F:38])[F:37])=[C:29]([CH3:48])[CH:28]=1)[CH2:25][CH3:26])[CH3:23].C(=O)(O)[O-].[Na+], predict the reaction product. The product is: [CH2:22]([C:24]([C:49]1[CH:54]=[CH:53][C:52]([O:12][S:13]([C:16]([F:17])([F:18])[F:19])(=[O:14])=[O:15])=[C:51]([CH3:56])[CH:50]=1)([C:27]1[CH:32]=[CH:31][C:30](/[CH:33]=[CH:34]/[C:35]([O:44][CH2:45][O:46][CH3:47])([C:40]([F:42])([F:43])[F:41])[C:36]([F:38])([F:39])[F:37])=[C:29]([CH3:48])[CH:28]=1)[CH2:25][CH3:26])[CH3:23]. (6) Given the reactants O1CCCCC1[N:7]1[C:15]2[C:10](=[CH:11][C:12]([C:16]3[N:20]=[CH:19][N:18](C(C4C=CC=CC=4)(C4C=CC=CC=4)C4C=CC=CC=4)[N:17]=3)=[CH:13][CH:14]=2)[C:9]([C:40]2[CH:41]=[C:42]([NH:46][C:47](=[O:56])[CH:48]([CH:50]3[CH2:55][CH2:54][CH2:53][NH:52][CH2:51]3)[CH3:49])[CH:43]=[CH:44][CH:45]=2)=[N:8]1.Cl.C([O-])(O)=O.[Na+], predict the reaction product. The product is: [NH:18]1[CH:19]=[N:20][C:16]([C:12]2[CH:11]=[C:10]3[C:15](=[CH:14][CH:13]=2)[NH:7][N:8]=[C:9]3[C:40]2[CH:41]=[C:42]([NH:46][C:47](=[O:56])[CH:48]([CH:50]3[CH2:55][CH2:54][CH2:53][NH:52][CH2:51]3)[CH3:49])[CH:43]=[CH:44][CH:45]=2)=[N:17]1. (7) The product is: [ClH:16].[I:1][C:2]1[CH:10]=[C:9]2[C:5]([C:6]([CH3:15])([CH3:14])[CH2:7][NH:8]2)=[CH:4][CH:3]=1. Given the reactants [I:1][C:2]1[CH:10]=[C:9]2[C:5]([C:6]([CH3:15])([CH3:14])[CH2:7][N:8]2C(=O)C)=[CH:4][CH:3]=1.[ClH:16], predict the reaction product. (8) The product is: [CH3:16][O:15][N:14]([CH3:13])[C:9]([C:7]1[NH:6][N:5]=[C:4]([N+:1]([O-:3])=[O:2])[CH:8]=1)=[O:11]. Given the reactants [N+:1]([C:4]1[CH:8]=[C:7]([C:9]([OH:11])=O)[NH:6][N:5]=1)([O-:3])=[O:2].Cl.[CH3:13][NH:14][O:15][CH3:16].CN(C(ON1N=NC2C=CC=NC1=2)=[N+](C)C)C.F[P-](F)(F)(F)(F)F.C(N(CC)CC)C, predict the reaction product. (9) Given the reactants [CH3:1][O:2][C:3]1[CH:4]=[C:5]([NH:15][C:16]2[N:40]=[C:19]3[C:20]([C:25]4[CH:26]=[C:27]([CH:37]=[CH:38][CH:39]=4)[CH2:28][NH:29]C(=O)OC(C)(C)C)=[CH:21][C:22]([CH3:24])=[CH:23][N:18]3[N:17]=2)[CH:6]=[CH:7][C:8]=1[N:9]1[CH:13]=[C:12]([CH3:14])[N:11]=[CH:10]1.[ClH:41], predict the reaction product. The product is: [ClH:41].[ClH:41].[NH2:29][CH2:28][C:27]1[CH:26]=[C:25]([C:20]2[C:19]3[N:18]([N:17]=[C:16]([NH:15][C:5]4[CH:6]=[CH:7][C:8]([N:9]5[CH:13]=[C:12]([CH3:14])[N:11]=[CH:10]5)=[C:3]([O:2][CH3:1])[CH:4]=4)[N:40]=3)[CH:23]=[C:22]([CH3:24])[CH:21]=2)[CH:39]=[CH:38][CH:37]=1. (10) Given the reactants [Cl:1][C:2]1[C:11]2[C:6](=[CH:7][C:8]([Cl:12])=[CH:9][CH:10]=2)[N+:5]([O-])=[CH:4][CH:3]=1.C[Si]([C:18]#[N:19])(C)C.CN(C)C(Cl)=O, predict the reaction product. The product is: [Cl:1][C:2]1[C:11]2[C:6](=[CH:7][C:8]([Cl:12])=[CH:9][CH:10]=2)[N:5]=[C:4]([C:18]#[N:19])[CH:3]=1.